From a dataset of Reaction yield outcomes from USPTO patents with 853,638 reactions. Predict the reaction yield, written as a fraction of the theoretical maximum amount of product (1.0 means a 100% yield; for example, 0.34 means a 34% yield). (1) The reactants are N[C:2]1[CH:7]=[CH:6][C:5]([N:8]([C:13]2[C:32]([CH:33]3[CH2:35][CH2:34]3)=[CH:31][C:16]3[C:17]([C:27]([NH:29][CH3:30])=[O:28])=[C:18]([C:20]4[CH:25]=[CH:24][C:23]([Cl:26])=[CH:22][CH:21]=4)[O:19][C:15]=3[CH:14]=2)[S:9]([CH3:12])(=[O:11])=[O:10])=[CH:4][C:3]=1[Cl:36].[BrH:37].N([O-])=O.[Na+]. The catalyst is C(#N)C.O. The product is [Br:37][C:2]1[CH:7]=[CH:6][C:5]([N:8]([C:13]2[C:32]([CH:33]3[CH2:35][CH2:34]3)=[CH:31][C:16]3[C:17]([C:27]([NH:29][CH3:30])=[O:28])=[C:18]([C:20]4[CH:25]=[CH:24][C:23]([Cl:26])=[CH:22][CH:21]=4)[O:19][C:15]=3[CH:14]=2)[S:9]([CH3:12])(=[O:11])=[O:10])=[CH:4][C:3]=1[Cl:36]. The yield is 0.450. (2) The reactants are [N:1]1([C:6]2[CH:11]=[CH:10][C:9]([OH:12])=[CH:8][CH:7]=2)[CH:5]=[CH:4][N:3]=[CH:2]1.[I:13]I.S([O-])([O-])(=O)=S.[Na+].[Na+]. The catalyst is O.CO.ClCCl. The product is [N:1]1([C:6]2[CH:11]=[CH:10][C:9]([OH:12])=[C:8]([I:13])[CH:7]=2)[CH:5]=[CH:4][N:3]=[CH:2]1. The yield is 0.140. (3) The reactants are [N+:1]([C:4]1[CH:5]=[C:6]([CH:9]=[CH:10][CH:11]=1)[CH2:7]Br)([O-:3])=[O:2].C(=O)([O-])[O-].[K+].[K+].Cl.[CH2:19]([O:21][C:22](=[O:32])[C@H:23]([CH2:25][C:26]1[CH:31]=[CH:30][CH:29]=[CH:28][CH:27]=1)[NH2:24])[CH3:20]. The catalyst is CN(C=O)C. The product is [CH2:19]([O:21][C:22](=[O:32])[C@@H:23]([NH:24][CH2:7][C:6]1[CH:9]=[CH:10][CH:11]=[C:4]([N+:1]([O-:3])=[O:2])[CH:5]=1)[CH2:25][C:26]1[CH:31]=[CH:30][CH:29]=[CH:28][CH:27]=1)[CH3:20]. The yield is 0.240. (4) The catalyst is C(#N)C. The reactants are [NH2:1][C:2]1[CH:7]=[CH:6][C:5]([Cl:8])=[CH:4][N:3]=1.Br[CH2:10][C:11]([C:13]1[CH:18]=[CH:17][C:16]([C:19]([F:22])([F:21])[F:20])=[C:15]([N+:23]([O-:25])=[O:24])[CH:14]=1)=O. The product is [Cl:8][C:5]1[CH:6]=[CH:7][C:2]2[N:3]([CH:10]=[C:11]([C:13]3[CH:18]=[CH:17][C:16]([C:19]([F:22])([F:21])[F:20])=[C:15]([N+:23]([O-:25])=[O:24])[CH:14]=3)[N:1]=2)[CH:4]=1. The yield is 0.970. (5) The reactants are [CH2:1]([O:3][C:4]([C:6]1[NH:7][C:8]([CH3:11])=[CH:9][CH:10]=1)=[O:5])[CH3:2].[CH3:12][O:13][C:14]1[CH:19]=[CH:18][C:17]([CH2:20][C:21](Cl)=[O:22])=[CH:16][CH:15]=1. The catalyst is ClCCCl. The product is [CH2:1]([O:3][C:4]([C:6]1[NH:7][C:8]([CH3:11])=[C:9]([C:21](=[O:22])[CH2:20][C:17]2[CH:18]=[CH:19][C:14]([O:13][CH3:12])=[CH:15][CH:16]=2)[CH:10]=1)=[O:5])[CH3:2]. The yield is 0.720. (6) The reactants are Br[C:2]1[CH:3]=[C:4]2[C:9](=[CH:10][CH:11]=1)[NH:8][C:7]([C:12]1[CH:17]=[CH:16][CH:15]=[CH:14][CH:13]=1)=[CH:6][C:5]2=[O:18].[CH:19]([Sn](CCCC)(CCCC)CCCC)=[CH2:20].CCOC(C)=O.O. The catalyst is CS(C)=O. The product is [C:12]1([C:7]2[NH:8][C:9]3[C:4]([C:5](=[O:18])[CH:6]=2)=[CH:3][C:2]([CH:19]=[CH2:20])=[CH:11][CH:10]=3)[CH:17]=[CH:16][CH:15]=[CH:14][CH:13]=1. The yield is 0.970. (7) The reactants are Br[C:2]1[N:9]=[CH:8][CH:7]=[C:6]([Cl:10])[C:3]=1[CH:4]=[O:5].[C:11]([C:15]1[CH:16]=[C:17]2[C:22](=[C:23]([F:25])[CH:24]=1)[C:21](=[O:26])[NH:20][N:19]=[CH:18]2)([CH3:14])([CH3:13])[CH3:12].COC1C2C(=C3C(=CC=2)C(OC)=CC=N3)N=CC=1. The catalyst is O1CCOCC1.[Cu]I. The product is [C:11]([C:15]1[CH:16]=[C:17]2[C:22](=[C:23]([F:25])[CH:24]=1)[C:21](=[O:26])[N:20]([C:2]1[N:9]=[CH:8][CH:7]=[C:6]([Cl:10])[C:3]=1[CH:4]=[O:5])[N:19]=[CH:18]2)([CH3:14])([CH3:12])[CH3:13]. The yield is 0.250. (8) The reactants are [C:1]([O:5][C:6](=[O:23])[NH:7][CH2:8][CH2:9][CH2:10][CH2:11][NH:12][CH:13]1[C:18]2=[N:19][CH:20]=[CH:21][CH:22]=[C:17]2[O:16][CH2:15][CH2:14]1)([CH3:4])([CH3:3])[CH3:2].C(N(CC)C(C)C)(C)C.[C:33]([O:37][C:38]([N:40]1[C:44]2[CH:45]=[CH:46][CH:47]=[CH:48][C:43]=2[N:42]=[C:41]1[CH2:49]Cl)=[O:39])([CH3:36])([CH3:35])[CH3:34].[I-].[K+]. The catalyst is CC#N. The product is [C:33]([O:37][C:38]([N:40]1[C:44]2[CH:45]=[CH:46][CH:47]=[CH:48][C:43]=2[N:42]=[C:41]1[CH2:49][N:12]([CH2:11][CH2:10][CH2:9][CH2:8][NH:7][C:6]([O:5][C:1]([CH3:4])([CH3:2])[CH3:3])=[O:23])[CH:13]1[C:18]2=[N:19][CH:20]=[CH:21][CH:22]=[C:17]2[O:16][CH2:15][CH2:14]1)=[O:39])([CH3:36])([CH3:35])[CH3:34]. The yield is 0.670. (9) The reactants are [CH3:1][CH2:2][CH2:3][CH2:4][C:5]1[CH:6]=[CH:7][C:8]([C:11]([OH:13])=O)=[N:9][CH:10]=1.S(Cl)(Cl)=O.Cl.[NH2:19][CH2:20][C:21]1[CH:29]=[CH:28][CH:27]=[C:26]2[C:22]=1[C:23](=[O:39])[N:24]([CH:31]1[CH2:36][CH2:35][C:34](=[O:37])[NH:33][C:32]1=[O:38])[C:25]2=[O:30].C(N(CC)CC)C. The catalyst is C1COCC1. The product is [O:38]=[C:32]1[CH:31]([N:24]2[C:23](=[O:39])[C:22]3[C:26](=[CH:27][CH:28]=[CH:29][C:21]=3[CH2:20][NH:19][C:11]([C:8]3[CH:7]=[CH:6][C:5]([CH2:4][CH2:3][CH2:2][CH3:1])=[CH:10][N:9]=3)=[O:13])[C:25]2=[O:30])[CH2:36][CH2:35][C:34](=[O:37])[NH:33]1. The yield is 0.640.